This data is from Full USPTO retrosynthesis dataset with 1.9M reactions from patents (1976-2016). The task is: Predict the reactants needed to synthesize the given product. (1) Given the product [Cl:1][C:2]1[CH:7]=[C:6]([Cl:8])[CH:5]=[CH:4][C:3]=1[N:9]1[C:13]([C:14]2[CH:15]=[CH:16][C:17]([O:20][S:21]([CH2:24][CH2:25][C:26]([F:29])([F:27])[F:28])(=[O:22])=[O:23])=[CH:18][CH:19]=2)=[C:12]([CH3:30])[C:11]([C:31]([OH:33])=[O:32])=[N:10]1, predict the reactants needed to synthesize it. The reactants are: [Cl:1][C:2]1[CH:7]=[C:6]([Cl:8])[CH:5]=[CH:4][C:3]=1[N:9]1[C:13]([C:14]2[CH:19]=[CH:18][C:17]([O:20][S:21]([CH2:24][CH2:25][C:26]([F:29])([F:28])[F:27])(=[O:23])=[O:22])=[CH:16][CH:15]=2)=[C:12]([CH3:30])[C:11]([C:31]([O:33]CC(Cl)(Cl)Cl)=[O:32])=[N:10]1.C(Cl)Cl. (2) Given the product [F:14][C:13]([F:15])([F:16])[CH:6]1[CH2:7][C:8](=[O:12])[CH2:9][C:10](=[O:11])[CH2:5]1, predict the reactants needed to synthesize it. The reactants are: COC([CH:5]1[C:10]([O-:11])=[CH:9][C:8](=[O:12])[CH2:7][CH:6]1[C:13]([F:16])([F:15])[F:14])=O.[Na+].[OH-].[Na+].